Regression. Given two drug SMILES strings and cell line genomic features, predict the synergy score measuring deviation from expected non-interaction effect. From a dataset of NCI-60 drug combinations with 297,098 pairs across 59 cell lines. (1) Drug 1: CCC1=CC2CC(C3=C(CN(C2)C1)C4=CC=CC=C4N3)(C5=C(C=C6C(=C5)C78CCN9C7C(C=CC9)(C(C(C8N6C)(C(=O)OC)O)OC(=O)C)CC)OC)C(=O)OC.C(C(C(=O)O)O)(C(=O)O)O. Drug 2: C1CCC(C(C1)N)N.C(=O)(C(=O)[O-])[O-].[Pt+4]. Cell line: HOP-62. Synergy scores: CSS=16.7, Synergy_ZIP=-1.39, Synergy_Bliss=-0.489, Synergy_Loewe=-3.89, Synergy_HSA=0.800. (2) Synergy scores: CSS=17.0, Synergy_ZIP=8.91, Synergy_Bliss=9.86, Synergy_Loewe=-8.23, Synergy_HSA=0.701. Drug 1: C1=C(C(=O)NC(=O)N1)N(CCCl)CCCl. Drug 2: COC1=NC(=NC2=C1N=CN2C3C(C(C(O3)CO)O)O)N. Cell line: MDA-MB-231. (3) Cell line: RPMI-8226. Drug 2: C1=NNC2=C1C(=O)NC=N2. Synergy scores: CSS=5.83, Synergy_ZIP=-4.74, Synergy_Bliss=-1.80, Synergy_Loewe=-0.416, Synergy_HSA=0.428. Drug 1: CS(=O)(=O)CCNCC1=CC=C(O1)C2=CC3=C(C=C2)N=CN=C3NC4=CC(=C(C=C4)OCC5=CC(=CC=C5)F)Cl.